Dataset: Forward reaction prediction with 1.9M reactions from USPTO patents (1976-2016). Task: Predict the product of the given reaction. Given the reactants [F:1][C:2]1[CH:3]=[C:4]([N:9]2[C:13]([CH3:15])([CH3:14])[C:12](=[O:16])[N:11]([C:17]3[CH:24]=[CH:23][C:20]([C:21]#[N:22])=[C:19]([C:25]([F:28])([F:27])[F:26])[CH:18]=3)[C:10]2=[S:29])[CH:5]=[CH:6][C:7]=1[OH:8].[CH:30]12[O:35][CH:34]1[CH2:33][N:32]([C:36]([O:38][C:39]([CH3:42])([CH3:41])[CH3:40])=[O:37])[CH2:31]2.C(N(CC)C(C)C)(C)C.O, predict the reaction product. The product is: [C:21]([C:20]1[CH:23]=[CH:24][C:17]([N:11]2[C:12](=[O:16])[C:13]([CH3:14])([CH3:15])[N:9]([C:4]3[CH:5]=[CH:6][C:7]([O:8][CH:34]4[CH:30]([OH:35])[CH2:31][N:32]([C:36]([O:38][C:39]([CH3:42])([CH3:41])[CH3:40])=[O:37])[CH2:33]4)=[C:2]([F:1])[CH:3]=3)[C:10]2=[S:29])=[CH:18][C:19]=1[C:25]([F:26])([F:27])[F:28])#[N:22].